From a dataset of Peptide-MHC class I binding affinity with 185,985 pairs from IEDB/IMGT. Regression. Given a peptide amino acid sequence and an MHC pseudo amino acid sequence, predict their binding affinity value. This is MHC class I binding data. (1) The MHC is HLA-A31:01 with pseudo-sequence HLA-A31:01. The binding affinity (normalized) is 0. The peptide sequence is TAVAKCNQNH. (2) The peptide sequence is WMYRQQNPI. The MHC is Mamu-A2601 with pseudo-sequence Mamu-A2601. The binding affinity (normalized) is 0.545. (3) The peptide sequence is RKCCRAKFKQLLQH. The MHC is HLA-B58:01 with pseudo-sequence HLA-B58:01. The binding affinity (normalized) is 0.00693. (4) The binding affinity (normalized) is 0.182. The peptide sequence is YLNGGRRGY. The MHC is HLA-A02:03 with pseudo-sequence HLA-A02:03.